Dataset: Peptide-MHC class I binding affinity with 185,985 pairs from IEDB/IMGT. Task: Regression. Given a peptide amino acid sequence and an MHC pseudo amino acid sequence, predict their binding affinity value. This is MHC class I binding data. (1) The peptide sequence is KPFRMVSLV. The MHC is HLA-B54:01 with pseudo-sequence HLA-B54:01. The binding affinity (normalized) is 0.374. (2) The peptide sequence is EYVKTRANDW. The MHC is HLA-A23:01 with pseudo-sequence HLA-A23:01. The binding affinity (normalized) is 0.0754. (3) The peptide sequence is RIYAATNV. The MHC is H-2-Kb with pseudo-sequence H-2-Kb. The binding affinity (normalized) is 0.736. (4) The peptide sequence is TVHKLTQDEK. The MHC is HLA-A11:01 with pseudo-sequence HLA-A11:01. The binding affinity (normalized) is 0.594. (5) The peptide sequence is VQGYERIMY. The MHC is HLA-B15:01 with pseudo-sequence HLA-B15:01. The binding affinity (normalized) is 0.482. (6) The peptide sequence is RVYVAQKRK. The MHC is HLA-B15:17 with pseudo-sequence HLA-B15:17. The binding affinity (normalized) is 0.0847. (7) The peptide sequence is ISDYSAEVER. The MHC is HLA-A03:01 with pseudo-sequence HLA-A03:01. The binding affinity (normalized) is 0.0701.